This data is from Peptide-MHC class II binding affinity with 134,281 pairs from IEDB. The task is: Regression. Given a peptide amino acid sequence and an MHC pseudo amino acid sequence, predict their binding affinity value. This is MHC class II binding data. (1) The peptide sequence is TPEAKFDSFVASLTE. The MHC is DRB3_0101 with pseudo-sequence DRB3_0101. The binding affinity (normalized) is 0.314. (2) The peptide sequence is GELQIVDKIDAAFKR. The MHC is DRB3_0101 with pseudo-sequence DRB3_0101. The binding affinity (normalized) is 0.663. (3) The peptide sequence is RGKVVLIDFWAYPCI. The MHC is DRB1_0802 with pseudo-sequence DRB1_0802. The binding affinity (normalized) is 0.0140. (4) The peptide sequence is EAGAPGLVGPRGERGFPGE. The MHC is HLA-DQA10301-DQB10302 with pseudo-sequence HLA-DQA10301-DQB10302. The binding affinity (normalized) is 0. (5) The peptide sequence is FGNTAVAKCNQNHDS. The MHC is DRB1_0101 with pseudo-sequence DRB1_0101. The binding affinity (normalized) is 0.551. (6) The peptide sequence is GGGGESFGIVVAWQV. The MHC is DRB1_0405 with pseudo-sequence DRB1_0405. The binding affinity (normalized) is 0.278. (7) The peptide sequence is AAATAGTTVYGAFGA. The MHC is HLA-DQA10401-DQB10402 with pseudo-sequence HLA-DQA10401-DQB10402. The binding affinity (normalized) is 0.381. (8) The peptide sequence is TSKLDAAYKLAYKTA. The MHC is DRB1_1101 with pseudo-sequence DRB1_1101. The binding affinity (normalized) is 0.410. (9) The peptide sequence is ATPEAKFDSFVAAFT. The MHC is HLA-DQA10102-DQB10502 with pseudo-sequence HLA-DQA10102-DQB10502. The binding affinity (normalized) is 0.169.